From a dataset of Forward reaction prediction with 1.9M reactions from USPTO patents (1976-2016). Predict the product of the given reaction. (1) Given the reactants Cl[C:2]1[C:7]([Cl:8])=[CH:6][C:5]([C:9]([F:12])([F:11])[F:10])=[CH:4][N:3]=1.[CH3:13][N:14]1[C:18]2=[N:19][CH:20]=[C:21]([CH2:23][NH:24][S:25]([C:28]3[CH:37]=[CH:36][C:31]([C:32]([O:34][CH3:35])=[O:33])=[CH:30][CH:29]=3)(=[O:27])=[O:26])[CH:22]=[C:17]2[CH:16]=[CH:15]1, predict the reaction product. The product is: [Cl:8][C:7]1[C:2]([N:24]([CH2:23][C:21]2[CH:22]=[C:17]3[CH:16]=[CH:15][N:14]([CH3:13])[C:18]3=[N:19][CH:20]=2)[S:25]([C:28]2[CH:37]=[CH:36][C:31]([C:32]([O:34][CH3:35])=[O:33])=[CH:30][CH:29]=2)(=[O:26])=[O:27])=[N:3][CH:4]=[C:5]([C:9]([F:12])([F:11])[F:10])[CH:6]=1. (2) Given the reactants [OH:1][C:2]12[C:13]3[C:8](=[C:9]([N+:14]([O-])=O)[CH:10]=[CH:11][CH:12]=3)[C:7](=[O:17])[C:6]1([NH:18][C:19]([C:21]1[CH:22]=[C:23]3[C:28](=[CH:29][CH:30]=1)[N:27]=[CH:26][CH:25]=[N:24]3)=[O:20])[C:5]1[CH:31]=[CH:32][C:33]([CH:35]([CH3:37])[CH3:36])=[CH:34][C:4]=1[O:3]2, predict the reaction product. The product is: [NH2:14][C:9]1[CH:10]=[CH:11][CH:12]=[C:13]2[C:8]=1[C:7](=[O:17])[C:6]1([NH:18][C:19]([C:21]3[CH:22]=[C:23]4[C:28](=[CH:29][CH:30]=3)[N:27]=[CH:26][CH:25]=[N:24]4)=[O:20])[C:5]3[CH:31]=[CH:32][C:33]([CH:35]([CH3:36])[CH3:37])=[CH:34][C:4]=3[O:3][C:2]12[OH:1]. (3) Given the reactants [CH2:1]([O:5][C@:6]12[C@@H:19]3[N:20]([CH3:23])[CH2:21][CH2:22][C@:11]41[C:12]1[C:13]([O:25][C@H:10]4[C:9](=[O:26])[CH2:8][CH2:7]2)=[C:14]([OH:24])[CH:15]=[CH:16][C:17]=1[CH2:18]3)[CH2:2][CH2:3][CH3:4].[CH3:27][I:28], predict the reaction product. The product is: [I-:28].[CH2:1]([O:5][C@:6]12[C@@H:19]3[N+:20]([CH3:27])([CH3:23])[CH2:21][CH2:22][C@:11]41[C:12]1[C:13]([O:25][C@H:10]4[C:9](=[O:26])[CH2:8][CH2:7]2)=[C:14]([OH:24])[CH:15]=[CH:16][C:17]=1[CH2:18]3)[CH2:2][CH2:3][CH3:4].